From a dataset of Full USPTO retrosynthesis dataset with 1.9M reactions from patents (1976-2016). Predict the reactants needed to synthesize the given product. The reactants are: FC(F)(F)C(O)=O.[Cl:8][C:9]1[CH:10]=[C:11]([NH:16][C:17]2[C:26]3[C:21](=[CH:22][C:23]([OH:29])=[C:24]([O:27][CH3:28])[CH:25]=3)[N:20]=[CH:19][N:18]=2)[CH:12]=[CH:13][C:14]=1[Cl:15].CS(O[CH:35]1[CH2:49][C@@H:38]2[CH2:39][N:40]([C:42]([O:44][C:45]([CH3:48])([CH3:47])[CH3:46])=[O:43])[CH2:41][C@@H:37]2[CH2:36]1)(=O)=O.C(=O)([O-])[O-].[K+].[K+]. Given the product [Cl:8][C:9]1[CH:10]=[C:11]([NH:16][C:17]2[C:26]3[C:21](=[CH:22][C:23]([O:29][CH:35]4[CH2:49][C@@H:38]5[CH2:39][N:40]([C:42]([O:44][C:45]([CH3:47])([CH3:46])[CH3:48])=[O:43])[CH2:41][C@@H:37]5[CH2:36]4)=[C:24]([O:27][CH3:28])[CH:25]=3)[N:20]=[CH:19][N:18]=2)[CH:12]=[CH:13][C:14]=1[Cl:15], predict the reactants needed to synthesize it.